Dataset: Full USPTO retrosynthesis dataset with 1.9M reactions from patents (1976-2016). Task: Predict the reactants needed to synthesize the given product. (1) Given the product [CH:8]1([CH2:7][CH2:6][CH2:5][CH:2]([CH3:1])[CH2:3][OH:4])[CH2:13][CH2:12][CH2:11][CH2:10][CH2:9]1, predict the reactants needed to synthesize it. The reactants are: [CH3:1][CH:2]([CH2:5][CH2:6][CH2:7][C:8]1[CH:13]=[CH:12][CH:11]=[CH:10][CH:9]=1)[CH2:3][OH:4].[H][H]. (2) Given the product [CH:1]1([C:4]([N:6]2[CH2:11][CH2:10][C:9]3[N:12]([C:20]4[CH:25]=[CH:24][CH:23]=[C:22]([C:26]#[C:27][C@:28]5([OH:35])[CH2:32][CH2:31][N:30]([CH3:33])[C:29]5=[O:34])[CH:21]=4)[N:13]=[C:14]([C:15]([NH2:36])=[O:17])[C:8]=3[CH2:7]2)=[O:5])[CH2:2][CH2:3]1, predict the reactants needed to synthesize it. The reactants are: [CH:1]1([C:4]([N:6]2[CH2:11][CH2:10][C:9]3[N:12]([C:20]4[CH:25]=[CH:24][CH:23]=[C:22]([C:26]#[C:27][C@:28]5([OH:35])[CH2:32][CH2:31][N:30]([CH3:33])[C:29]5=[O:34])[CH:21]=4)[N:13]=[C:14]([C:15]([O:17]CC)=O)[C:8]=3[CH2:7]2)=[O:5])[CH2:3][CH2:2]1.[NH3:36]. (3) Given the product [S:7]1[CH:11]=[CH:10][CH:9]=[C:8]1[CH2:12][NH:6][C:4]1[CH:5]=[N:1][NH:2][CH:3]=1, predict the reactants needed to synthesize it. The reactants are: [NH:1]1[CH:5]=[C:4]([NH2:6])[CH:3]=[N:2]1.[S:7]1[CH:11]=[CH:10][CH:9]=[C:8]1[CH:12]=O. (4) The reactants are: [Cl:1][C:2]1[N:7]=[N:6][C:5]([NH:8][NH2:9])=[CH:4][CH:3]=1.[CH3:10][N:11]([CH3:21])[C:12]1[CH:13]=[C:14]([CH:18]=[CH:19][CH:20]=1)[C:15](O)=[O:16].Cl.C1COCC1. Given the product [Cl:1][C:2]1[N:7]=[N:6][C:5]([NH:8][NH:9][C:15](=[O:16])[C:14]2[CH:18]=[CH:19][CH:20]=[C:12]([N:11]([CH3:10])[CH3:21])[CH:13]=2)=[CH:4][CH:3]=1, predict the reactants needed to synthesize it. (5) The reactants are: CCOC1N(C(OCC)=O)C2C(=CC=CC=2)C=C1.[NH2:19][C:20]1[CH:27]=[CH:26][C:23]([CH2:24][OH:25])=[CH:22][CH:21]=1.[CH2:28]([O:31][C:32]([NH:34][C@@H:35]([CH:44]([CH3:46])[CH3:45])[C:36]([NH:38][C@@H:39]([CH3:43])[C:40](O)=[O:41])=[O:37])=[O:33])[CH:29]=[CH2:30]. Given the product [OH:25][CH2:24][C:23]1[CH:26]=[CH:27][C:20]([NH:19][C:40](=[O:41])[C@@H:39]([NH:38][C:36](=[O:37])[C@@H:35]([NH:34][C:32](=[O:33])[O:31][CH2:28][CH:29]=[CH2:30])[CH:44]([CH3:46])[CH3:45])[CH3:43])=[CH:21][CH:22]=1, predict the reactants needed to synthesize it. (6) Given the product [Cl:65][C:66]1[CH:74]=[CH:73][C:72]([S:75]([N:78]2[C:84](=[O:85])[CH:83]([CH2:86][C:87]3[CH:92]=[C:91]([Cl:93])[CH:90]=[CH:89][C:88]=3[O:94][CH3:95])[CH2:82][NH:81][C:80](=[O:96])[CH2:79]2)(=[O:76])=[O:77])=[CH:71][C:67]=1[C:68]([NH:113][CH:107]1[CH2:112][CH2:111][CH2:110][CH2:109][CH2:108]1)=[O:69], predict the reactants needed to synthesize it. The reactants are: ClC1C=CC(OC)=C(C=1)CC1C(=O)N(C(NC(CC)C(NCC(OC(C)(C)C)=O)=O)=O)CC(=O)NC1.ClC1C=CC(OC)=C(C=1)CC1C(=O)N(C(N[C@H](CC)C(O)=O)=O)CC(=O)NC1.[Cl:65][C:66]1[CH:74]=[CH:73][C:72]([S:75]([N:78]2[C:84](=[O:85])[CH:83]([CH2:86][C:87]3[CH:92]=[C:91]([Cl:93])[CH:90]=[CH:89][C:88]=3[O:94][CH3:95])[CH2:82][NH:81][C:80](=[O:96])[CH2:79]2)(=[O:77])=[O:76])=[CH:71][C:67]=1[C:68](O)=[O:69].Cl.C(OC(=O)CN)(C)(C)C.[CH:107]1([NH2:113])[CH2:112][CH2:111][CH2:110][CH2:109][CH2:108]1. (7) Given the product [NH2:7][C@H:8]1[C@H:25]([N:26]2[CH2:31][CH2:30][CH2:29][CH2:28][C:27]2=[O:32])[CH2:24][N:11]2[CH2:12][CH2:13][C:14]3[C:19]([C@H:10]2[CH2:9]1)=[CH:18][C:17]([O:20][CH3:21])=[C:16]([O:22][CH3:23])[CH:15]=3, predict the reactants needed to synthesize it. The reactants are: C(OC(=O)[NH:7][CH:8]1[CH:25]([N:26]2[CH2:31][CH2:30][CH2:29][CH2:28][C:27]2=[O:32])[CH2:24][N:11]2[CH2:12][CH2:13][C:14]3[C:19]([CH:10]2[CH2:9]1)=[CH:18][C:17]([O:20][CH3:21])=[C:16]([O:22][CH3:23])[CH:15]=3)(C)(C)C.